This data is from Reaction yield outcomes from USPTO patents with 853,638 reactions. The task is: Predict the reaction yield, written as a fraction of the theoretical maximum amount of product (1.0 means a 100% yield; for example, 0.34 means a 34% yield). The reactants are [F:1][C:2]1[N:10]=[C:9]2[C:5]([N:6]=[C:7]([CH2:11][C:12]3[C:20]([I:21])=[CH:19][C:15]4[O:16][CH2:17][O:18][C:14]=4[CH:13]=3)[NH:8]2)=[C:4]([NH2:22])[N:3]=1.[C:23]([O-:26])([O-])=O.[Cs+].[Cs+]. The catalyst is CN(C=O)C. The product is [NH2:22][C:4]1[N:3]=[C:2]([F:1])[N:10]=[C:9]2[C:5]=1[N:6]=[C:7]([CH2:11][C:12]1[C:20]([I:21])=[CH:19][C:15]3[O:16][CH2:17][O:18][C:14]=3[CH:13]=1)[N:8]2[CH2:7][CH2:11][CH2:12][CH2:13][CH2:14][CH2:23][OH:26]. The yield is 0.270.